This data is from Reaction yield outcomes from USPTO patents with 853,638 reactions. The task is: Predict the reaction yield, written as a fraction of the theoretical maximum amount of product (1.0 means a 100% yield; for example, 0.34 means a 34% yield). The reactants are Br[C:2]1[CH:7]=[CH:6][C:5]([O:8][C:9]([F:12])([F:11])[F:10])=[C:4]([CH3:13])[CH:3]=1.[I-:14].[Na+].CN[C@@H]1CCCC[C@H]1NC. The catalyst is O1CCOCC1.[Cu](I)I. The product is [I:14][C:2]1[CH:7]=[CH:6][C:5]([O:8][C:9]([F:12])([F:11])[F:10])=[C:4]([CH3:13])[CH:3]=1. The yield is 0.840.